The task is: Predict the product of the given reaction.. This data is from Forward reaction prediction with 1.9M reactions from USPTO patents (1976-2016). (1) Given the reactants [N:1]1[CH:2]=[C:3]([S:10][C:11]2[CH:17]=[CH:16][C:14]([NH2:15])=[CH:13][CH:12]=2)[N:4]2[CH:9]=[CH:8][CH:7]=[N:6][C:5]=12.[S-:18][C:19]#[N:20].[K+].BrBr.[OH-].[Na+], predict the reaction product. The product is: [N:1]1[CH:2]=[C:3]([S:10][C:11]2[CH:17]=[CH:16][C:14]3[N:15]=[C:19]([NH2:20])[S:18][C:13]=3[CH:12]=2)[N:4]2[CH:9]=[CH:8][CH:7]=[N:6][C:5]=12. (2) Given the reactants [C:1]([N:8]1[CH2:15][C@@H:14]([N:16]([CH:23]2[CH2:28][CH2:27][C:26]([F:30])([F:29])[CH2:25][CH2:24]2)[C:17](=[O:22])[C:18]([CH3:21])([CH3:20])[CH3:19])[CH2:13][C@H:9]1[C:10]([OH:12])=O)([O:3][C:4]([CH3:7])([CH3:6])[CH3:5])=[O:2].[CH2:31]([NH2:33])[CH3:32], predict the reaction product. The product is: [C:1]([N:8]1[CH2:15][C@@H:14]([N:16]([CH:23]2[CH2:28][CH2:27][C:26]([F:30])([F:29])[CH2:25][CH2:24]2)[C:17](=[O:22])[C:18]([CH3:20])([CH3:19])[CH3:21])[CH2:13][C@H:9]1[C:10]([NH:33][CH2:31][CH3:32])=[O:12])([O:3][C:4]([CH3:7])([CH3:6])[CH3:5])=[O:2]. (3) Given the reactants Cl[C:2]1[CH:7]=[C:6](/[CH:8]=[CH:9]/[CH:10]([C:15]2[CH:20]=[C:19]([Cl:21])[CH:18]=[C:17]([Cl:22])[CH:16]=2)[C:11]([F:14])([F:13])[F:12])[CH:5]=[CH:4][C:3]=1[CH2:23][NH2:24].[C:25](OC(=O)C)(=[O:27])[CH3:26], predict the reaction product. The product is: [Cl:22][C:17]1[CH:16]=[C:15]([CH:10]([C:11]([F:14])([F:12])[F:13])/[CH:9]=[CH:8]/[C:6]2[CH:7]=[CH:2][C:3]([CH2:23][NH:24][C:25](=[O:27])[CH3:26])=[CH:4][CH:5]=2)[CH:20]=[C:19]([Cl:21])[CH:18]=1. (4) Given the reactants [Cl:1][C:2]1[CH:3]=[C:4]([CH:11]=[C:12]([Cl:14])[CH:13]=1)[C:5](N(OC)C)=[O:6].[CH3:15][Mg]Br.Cl, predict the reaction product. The product is: [Cl:1][C:2]1[CH:3]=[C:4]([C:5](=[O:6])[CH3:15])[CH:11]=[C:12]([Cl:14])[CH:13]=1. (5) Given the reactants [CH2:1]([O:8][C:9]1[CH:14]=[CH:13][C:12]([N+:15]([O-])=O)=[CH:11][CH:10]=1)[C:2]1[CH:7]=[CH:6][CH:5]=[CH:4][CH:3]=1.[Sn](Cl)(Cl)(Cl)Cl, predict the reaction product. The product is: [CH2:1]([O:8][C:9]1[CH:10]=[CH:11][C:12]([NH2:15])=[CH:13][CH:14]=1)[C:2]1[CH:3]=[CH:4][CH:5]=[CH:6][CH:7]=1. (6) Given the reactants [OH-].[Na+].[NH2:3][C:4]1[C:32]([CH3:33])=[CH:31][C:7]([O:8][C:9]2[CH:10]=[CH:11][C:12]3[N:16]=[C:15]([CH2:17][O:18][C:19]4[CH:20]=[N:21][CH:22]=[C:23]([CH:28]=4)[C:24]([O:26]C)=[O:25])[N:14]([CH3:29])[C:13]=3[CH:30]=2)=[CH:6][C:5]=1[CH3:34].[ClH:35], predict the reaction product. The product is: [ClH:35].[ClH:35].[NH2:3][C:4]1[C:32]([CH3:33])=[CH:31][C:7]([O:8][C:9]2[CH:10]=[CH:11][C:12]3[N:16]=[C:15]([CH2:17][O:18][C:19]4[CH:20]=[N:21][CH:22]=[C:23]([CH:28]=4)[C:24]([OH:26])=[O:25])[N:14]([CH3:29])[C:13]=3[CH:30]=2)=[CH:6][C:5]=1[CH3:34]. (7) Given the reactants [CH3:1][C:2]1[CH:3]=[C:4]([CH:8]=[CH:9][C:10]=1[N+:11]([O-:13])=[O:12])[C:5](O)=[O:6].B(OC)(OC)OC, predict the reaction product. The product is: [CH3:1][C:2]1[CH:3]=[C:4]([CH2:5][OH:6])[CH:8]=[CH:9][C:10]=1[N+:11]([O-:13])=[O:12]. (8) Given the reactants [F:1][C:2]1[CH:7]=[CH:6][C:5]([S:8]([N:11]2[C:20]3[C:15](=[CH:16][C:17]([C:21]([OH:30])([C:26]([F:29])([F:28])[F:27])[C:22]([F:25])([F:24])[F:23])=[CH:18][CH:19]=3)[CH2:14][CH2:13][C@H:12]2[CH2:31][C:32]([NH:34][NH2:35])=[O:33])(=[O:10])=[O:9])=[CH:4][CH:3]=1.C(OC([NH:43][C:44]1([C:47](O)=O)[CH2:46][CH2:45]1)=O)(C)(C)C.CC1C=CC(S(O)(=O)=O)=CC=1, predict the reaction product. The product is: [NH2:43][C:44]1([C:47]2[O:33][C:32]([CH2:31][C@@H:12]3[CH2:13][CH2:14][C:15]4[C:20](=[CH:19][CH:18]=[C:17]([C:21]([OH:30])([C:26]([F:28])([F:27])[F:29])[C:22]([F:23])([F:25])[F:24])[CH:16]=4)[N:11]3[S:8]([C:5]3[CH:6]=[CH:7][C:2]([F:1])=[CH:3][CH:4]=3)(=[O:9])=[O:10])=[N:34][N:35]=2)[CH2:46][CH2:45]1. (9) Given the reactants [NH2:1][N:2]1[N:11]=[C:10]([C:12]([F:15])([F:14])[F:13])[C:9]2[C:4](=[CH:5][CH:6]=[CH:7][CH:8]=2)[C:3]1=[O:16].[C:17]12([CH2:27][C:28](Cl)=[O:29])[CH2:26][CH:21]3[CH2:22][CH:23]([CH2:25][CH:19]([CH2:20]3)[CH2:18]1)[CH2:24]2, predict the reaction product. The product is: [C:17]12([CH2:27][C:28]([NH:1][N:2]3[N:11]=[C:10]([C:12]([F:15])([F:13])[F:14])[C:9]4[C:4](=[CH:5][CH:6]=[CH:7][CH:8]=4)[C:3]3=[O:16])=[O:29])[CH2:24][CH:23]3[CH2:22][CH:21]([CH2:20][CH:19]([CH2:25]3)[CH2:18]1)[CH2:26]2.